Dataset: Peptide-MHC class II binding affinity with 134,281 pairs from IEDB. Task: Regression. Given a peptide amino acid sequence and an MHC pseudo amino acid sequence, predict their binding affinity value. This is MHC class II binding data. (1) The peptide sequence is CDMLRLFDFNKNAIE. The MHC is DRB1_0101 with pseudo-sequence DRB1_0101. The binding affinity (normalized) is 0.873. (2) The peptide sequence is QKRGIVKENIIDLTKI. The MHC is DRB1_1501 with pseudo-sequence DRB1_1501. The binding affinity (normalized) is 0.506. (3) The peptide sequence is GELEFEEFVSLASRF. The MHC is DRB5_0101 with pseudo-sequence DRB5_0101. The binding affinity (normalized) is 0.370. (4) The peptide sequence is AFKVAATAAGAAPAN. The MHC is DRB1_0701 with pseudo-sequence DRB1_0701. The binding affinity (normalized) is 0.738. (5) The peptide sequence is YQSYGPSGQYTHEFD. The MHC is HLA-DQA10301-DQB10302 with pseudo-sequence HLA-DQA10301-DQB10302. The binding affinity (normalized) is 0.0583.